From a dataset of Catalyst prediction with 721,799 reactions and 888 catalyst types from USPTO. Predict which catalyst facilitates the given reaction. (1) Reactant: [CH3:1][N:2]([CH2:4][C@@H:5]1[C@:11]([C:13]2[CH:18]=[CH:17][CH:16]=[C:15]([OH:19])[CH:14]=2)([OH:12])[CH2:10][C@H:9]2[CH2:20][C@@H:6]1[CH2:7][CH2:8]2)[CH3:3].CCN([CH2:26][CH3:27])CC.O.[C:29]([O-:32])([O-])=O.[K+].[K+]. Product: [C:5]1([C@H:26]([CH3:27])[C:29]([O:19][C:15]2[CH:16]=[CH:17][CH:18]=[C:13]([C@@:11]3([OH:12])[CH2:10][C@H:9]4[CH2:20][C@H:6]([CH2:7][CH2:8]4)[C@@H:5]3[CH2:4][N:2]([CH3:1])[CH3:3])[CH:14]=2)=[O:32])[CH:11]=[CH:10][CH:9]=[CH:20][CH:6]=1. The catalyst class is: 2. (2) Reactant: [CH3:1][C:2]([NH:6][C:7](=[O:12])[O:8][CH2:9][CH2:10]Cl)([C:4]#[CH:5])[CH3:3].[H-].[Na+].Cl. Product: [CH3:1][C:2]([N:6]1[CH2:10][CH2:9][O:8][C:7]1=[O:12])([C:4]#[CH:5])[CH3:3]. The catalyst class is: 1. (3) Reactant: [Cl:1][C:2]1[CH:7]=[CH:6][C:5]([N:8]2[C:14](=O)[CH:13]([CH2:16][C:17]([OH:19])=O)[C:12]3=[N:20][N:21]=[C:22]([CH3:23])[N:11]3[C:10]3[CH:24]=[CH:25][CH:26]=[CH:27][C:9]2=3)=[CH:4][CH:3]=1.[CH2:28]([NH2:30])[CH3:29].CN(C(ON1N=NC2C=CC=NC1=2)=[N+](C)C)C.F[P-](F)(F)(F)(F)F.CCN(C(C)C)C(C)C. Product: [Cl:1][C:2]1[CH:3]=[CH:4][C:5]([N:8]2[CH2:14][CH:13]([CH2:16][C:17]([NH:30][CH2:28][CH3:29])=[O:19])[C:12]3=[N:20][N:21]=[C:22]([CH3:23])[N:11]3[C:10]3[CH:24]=[CH:25][CH:26]=[CH:27][C:9]2=3)=[CH:6][CH:7]=1. The catalyst class is: 2. (4) Reactant: [CH3:1][NH:2][CH3:3].C(O)(=O)C.C=O.[CH3:10][N:11]1[C:16]2[C:17]([CH3:20])=[CH:18][NH:19][C:15]=2[C:14](=[O:21])[N:13]([CH3:22])[C:12]1=[O:23]. Product: [CH3:1][N:2]([CH2:20][C:17]1[C:16]2[N:11]([CH3:10])[C:12](=[O:23])[N:13]([CH3:22])[C:14](=[O:21])[C:15]=2[NH:19][CH:18]=1)[CH3:3]. The catalyst class is: 6. (5) Reactant: [C:1]1([S:7][CH2:8][CH2:9][C:10](=[O:12])[CH3:11])[CH:6]=[CH:5][CH:4]=[CH:3][CH:2]=1.C#[N:14]. Product: [OH:12][CH:10]([CH2:9][CH2:8][S:7][C:1]1[CH:6]=[CH:5][CH:4]=[CH:3][CH:2]=1)[C:11]#[N:14]. The catalyst class is: 237. (6) Reactant: [CH2:1]([N:8]([CH2:14][C:15]1[CH:20]=[CH:19][CH:18]=[CH:17][CH:16]=1)[C:9]1([CH2:12][OH:13])[CH2:11][CH2:10]1)[C:2]1[CH:7]=[CH:6][CH:5]=[CH:4][CH:3]=1.C(N(CC)CC)C.[CH3:28][S:29](Cl)(=[O:31])=[O:30]. Product: [CH3:28][S:29]([O:13][CH2:12][C:9]1([N:8]([CH2:1][C:2]2[CH:3]=[CH:4][CH:5]=[CH:6][CH:7]=2)[CH2:14][C:15]2[CH:20]=[CH:19][CH:18]=[CH:17][CH:16]=2)[CH2:10][CH2:11]1)(=[O:31])=[O:30]. The catalyst class is: 34.